This data is from Catalyst prediction with 721,799 reactions and 888 catalyst types from USPTO. The task is: Predict which catalyst facilitates the given reaction. Reactant: C([O:8][C:9]1[CH:13]=[C:12]([CH2:14][C:15]([O:17][CH3:18])=[O:16])[N:11]([CH3:19])[N:10]=1)C1C=CC=CC=1. Product: [OH:8][C:9]1[CH:13]=[C:12]([CH2:14][C:15]([O:17][CH3:18])=[O:16])[N:11]([CH3:19])[N:10]=1. The catalyst class is: 349.